Dataset: Full USPTO retrosynthesis dataset with 1.9M reactions from patents (1976-2016). Task: Predict the reactants needed to synthesize the given product. (1) Given the product [NH:11]1[CH:12]=[CH:13][CH:14]=[C:10]1[C:9]1[N:4]2[N:3]=[C:2]([NH:1][C:28]([CH:23]3[CH2:27][CH2:26][CH2:25][CH2:24]3)=[O:29])[N:22]=[C:5]2[CH:6]=[CH:7][CH:8]=1, predict the reactants needed to synthesize it. The reactants are: [NH2:1][C:2]1[N:22]=[C:5]2[CH:6]=[CH:7][CH:8]=[C:9]([C:10]3[N:11](C(OC(C)(C)C)=O)[CH:12]=[CH:13][CH:14]=3)[N:4]2[N:3]=1.[CH:23]1([C:28](Cl)=[O:29])[CH2:27][CH2:26][CH2:25][CH2:24]1. (2) Given the product [F:44][C:2]([F:1])([F:43])[CH2:3][CH2:4][CH:5]([NH:23][C:24]1[CH:42]=[CH:41][C:27]([C:28]([N:30]2[CH2:35][CH2:34][CH2:33][C@@H:32]([C:36]([OH:38])=[O:37])[CH2:31]2)=[O:29])=[CH:26][CH:25]=1)[C:6]1[CH:11]=[CH:10][C:9]([C:12]2[N:17]=[CH:16][C:15]([C:18]([F:21])([F:19])[F:20])=[CH:14][N:13]=2)=[CH:8][C:7]=1[CH3:22], predict the reactants needed to synthesize it. The reactants are: [F:1][C:2]([F:44])([F:43])[CH2:3][CH2:4][CH:5]([NH:23][C:24]1[CH:42]=[CH:41][C:27]([C:28]([N:30]2[CH2:35][CH2:34][CH2:33][C@@H:32]([C:36]([O:38]CC)=[O:37])[CH2:31]2)=[O:29])=[CH:26][CH:25]=1)[C:6]1[CH:11]=[CH:10][C:9]([C:12]2[N:17]=[CH:16][C:15]([C:18]([F:21])([F:20])[F:19])=[CH:14][N:13]=2)=[CH:8][C:7]=1[CH3:22].C(O)C.[OH-].[Na+].Cl. (3) Given the product [Cl:32][C:33]1[CH:34]=[C:35]([O:39][CH:40]([CH2:44][CH3:45])[C:41]([NH:2][C:3]([CH3:8])([C:4]#[C:5][CH3:6])[CH3:7])=[O:42])[CH:36]=[N:37][CH:38]=1, predict the reactants needed to synthesize it. The reactants are: Cl.[NH2:2][C:3]([CH3:8])([CH3:7])[C:4]#[C:5][CH3:6].O.ON1C2C=CC=CC=2N=N1.Cl.CN(C)CCCN=C=NCC.[Cl:32][C:33]1[CH:34]=[C:35]([O:39][CH:40]([CH2:44][CH3:45])[C:41](O)=[O:42])[CH:36]=[N:37][CH:38]=1.